This data is from Merck oncology drug combination screen with 23,052 pairs across 39 cell lines. The task is: Regression. Given two drug SMILES strings and cell line genomic features, predict the synergy score measuring deviation from expected non-interaction effect. (1) Drug 1: CN1C(=O)C=CC2(C)C3CCC4(C)C(NC(=O)OCC(F)(F)F)CCC4C3CCC12. Drug 2: COC12C(COC(N)=O)C3=C(C(=O)C(C)=C(N)C3=O)N1CC1NC12. Cell line: VCAP. Synergy scores: synergy=48.4. (2) Drug 1: C=CCn1c(=O)c2cnc(Nc3ccc(N4CCN(C)CC4)cc3)nc2n1-c1cccc(C(C)(C)O)n1. Cell line: MSTO. Synergy scores: synergy=-6.29. Drug 2: NC1CCCCC1N.O=C(O)C(=O)O.[Pt+2].